Task: Predict the reaction yield, written as a fraction of the theoretical maximum amount of product (1.0 means a 100% yield; for example, 0.34 means a 34% yield).. Dataset: Reaction yield outcomes from USPTO patents with 853,638 reactions The reactants are [NH2:1][C:2]1[CH:3]=[CH:4][CH:5]=[C:6]2[C:11]=1[CH:10]=[C:9]([OH:12])[CH:8]=[CH:7]2.[C:13](O[C:13]([O:15][C:16]([CH3:19])([CH3:18])[CH3:17])=[O:14])([O:15][C:16]([CH3:19])([CH3:18])[CH3:17])=[O:14].C([O-])([O-])=O.[Cs+].[Cs+].I[CH2:35][CH3:36]. The catalyst is O1CCCC1.O. The product is [CH2:35]([O:12][C:9]1[CH:10]=[C:11]2[C:6]([CH:5]=[CH:4][CH:3]=[C:2]2[NH:1][C:13](=[O:14])[O:15][C:16]([CH3:19])([CH3:18])[CH3:17])=[CH:7][CH:8]=1)[CH3:36]. The yield is 0.800.